From a dataset of Reaction yield outcomes from USPTO patents with 853,638 reactions. Predict the reaction yield, written as a fraction of the theoretical maximum amount of product (1.0 means a 100% yield; for example, 0.34 means a 34% yield). (1) The reactants are N(C(OCC)=O)=NC(OCC)=O.OC1C=C([O:21][S:22]([C:25]2[CH:30]=[CH:29][CH:28]=[C:27]([Cl:31])[CH:26]=2)(=[O:24])=[O:23])C=C(C)C=1.C(OC(N1CCC(CO)CC1)=O)(C)(C)C.C1(P(C2C=CC=CC=2)C2C=CC=CC=2)C=CC=CC=1. The catalyst is O1CCCC1. The product is [Cl:31][C:27]1[CH:26]=[C:25]([S:22]([OH:24])(=[O:21])=[O:23])[CH:30]=[CH:29][CH:28]=1. The yield is 0.810. (2) The reactants are [CH3:1][C:2]1[CH:7]=[C:6]([CH3:8])[NH:5][C:4](=[O:9])[C:3]=1[CH2:10][NH:11][C:12]([C:14]1[C:15]2[CH:28]=[N:27][N:26]([CH:29]([CH3:31])[CH3:30])[C:16]=2[N:17]=[C:18]([C:20]2[CH2:21][CH2:22][NH:23][CH2:24][CH:25]=2)[CH:19]=1)=[O:13].O=[C:33]1[CH2:38][CH2:37][N:36]([C:39]([O:41][C:42]([CH3:45])([CH3:44])[CH3:43])=[O:40])[CH2:35][CH2:34]1.C(O)(=O)C.[BH3-]C#N.[Na+]. The catalyst is CO. The product is [CH3:1][C:2]1[CH:7]=[C:6]([CH3:8])[NH:5][C:4](=[O:9])[C:3]=1[CH2:10][NH:11][C:12]([C:14]1[CH:19]=[C:18]([C:20]2[CH2:21][CH2:22][N:23]([CH:33]3[CH2:38][CH2:37][N:36]([C:39]([O:41][C:42]([CH3:45])([CH3:44])[CH3:43])=[O:40])[CH2:35][CH2:34]3)[CH2:24][CH:25]=2)[N:17]=[C:16]2[N:26]([CH:29]([CH3:31])[CH3:30])[N:27]=[CH:28][C:15]=12)=[O:13]. The yield is 0.345. (3) The reactants are Cl[C:2]1[N:7]=[C:6]([NH:8][C:9]2[CH:18]=[CH:17][CH:16]=[CH:15][C:10]=2[C:11](NC)=[O:12])[C:5]([Cl:19])=[CH:4][N:3]=1.Cl.Cl.[CH3:22][O:23][C:24]1[CH:30]=[C:29]([N:31]2[CH2:36][CH2:35][O:34][CH2:33][CH2:32]2)[CH:28]=[CH:27][C:25]=1[NH2:26].Cl.C(O)(=[O:40])C. No catalyst specified. The product is [Cl:19][C:5]1[C:6]([NH:8][C:9]2[CH:18]=[CH:17][CH:16]=[CH:15][C:10]=2[C:11]([OH:12])=[O:40])=[N:7][C:2]([NH:26][C:25]2[CH:27]=[CH:28][C:29]([N:31]3[CH2:36][CH2:35][O:34][CH2:33][CH2:32]3)=[CH:30][C:24]=2[O:23][CH3:22])=[N:3][CH:4]=1. The yield is 0.630. (4) The reactants are C1(C)C=CC=CC=1.[F:8][C:9]1[CH:10]=[C:11]([CH:27]=[CH:28][CH:29]=1)[C:12]([C@@H:14]1[CH2:19][CH2:18][CH2:17][N:16]([C:20]([O:22][C:23]([CH3:26])([CH3:25])[CH3:24])=[O:21])[CH2:15]1)=[O:13].CO. The catalyst is C1COCC1.CCOC(C)=O. The product is [F:8][C:9]1[CH:10]=[C:11]([C@H:12]([OH:13])[CH:14]2[CH2:19][CH2:18][CH2:17][N:16]([C:20]([O:22][C:23]([CH3:25])([CH3:24])[CH3:26])=[O:21])[CH2:15]2)[CH:27]=[CH:28][CH:29]=1. The yield is 0.390. (5) The product is [F:1][C:2]1[CH:7]=[CH:6][CH:5]=[CH:4][C:3]=1[C:8]1[CH:12]=[C:11]([CH:13]=[O:14])[O:10][N:9]=1. The reactants are [F:1][C:2]1[CH:7]=[CH:6][CH:5]=[CH:4][C:3]=1[C:8]1[CH:12]=[C:11]([CH2:13][OH:14])[O:10][N:9]=1.[Cr](Cl)([O-])(=O)=O.[NH+]1C=CC=CC=1. The yield is 0.730. The catalyst is C(Cl)Cl. (6) The reactants are [CH3:1][O:2][C:3](=[O:19])[CH:4]([C:12]1[CH:17]=[CH:16][C:15]([Cl:18])=[CH:14][CH:13]=1)[C:5]1[CH:10]=[CH:9][C:8]([Cl:11])=[CH:7][CH:6]=1.[Li+].[CH3:21]C([N-]C(C)C)C.IC. The catalyst is C1COCC1. The product is [CH3:1][O:2][C:3](=[O:19])[C:4]([C:12]1[CH:17]=[CH:16][C:15]([Cl:18])=[CH:14][CH:13]=1)([C:5]1[CH:6]=[CH:7][C:8]([Cl:11])=[CH:9][CH:10]=1)[CH3:21]. The yield is 0.170. (7) The reactants are [CH3:1][N:2]1[C:6]([N:7]2[CH2:13][CH2:12][CH2:11][N:10](C(OC(C)(C)C)=O)[CH2:9][CH2:8]2)=[C:5]([N+:21]([O-:23])=[O:22])[CH:4]=[N:3]1. The catalyst is C(Cl)Cl.C(O)(C(F)(F)F)=O. The product is [CH3:1][N:2]1[C:6]([N:7]2[CH2:13][CH2:12][CH2:11][NH:10][CH2:9][CH2:8]2)=[C:5]([N+:21]([O-:23])=[O:22])[CH:4]=[N:3]1. The yield is 0.640. (8) The reactants are Cl.CN(C)CCCN=C=NCC.[OH:13][C:14]1[CH:19]=[CH:18][C:17](/[CH:20]=[CH:21]/[C:22]([O:24][CH2:25][CH2:26][CH2:27][CH2:28][CH2:29][CH2:30][Cl:31])=[O:23])=[CH:16][CH:15]=1.[CH3:32][O:33][CH2:34][CH2:35][O:36][C:37]1[CH:45]=[CH:44][C:40]([C:41](O)=[O:42])=[CH:39][CH:38]=1. The catalyst is CN(C)C1C=CN=CC=1.ClCCl. The product is [CH3:32][O:33][CH2:34][CH2:35][O:36][C:37]1[CH:45]=[CH:44][C:40]([C:41]([O:13][C:14]2[CH:15]=[CH:16][C:17](/[CH:20]=[CH:21]/[C:22]([O:24][CH2:25][CH2:26][CH2:27][CH2:28][CH2:29][CH2:30][Cl:31])=[O:23])=[CH:18][CH:19]=2)=[O:42])=[CH:39][CH:38]=1. The yield is 0.730. (9) The reactants are [C:1](#[N:9])[C:2]1[C:3](=[CH:5][CH:6]=[CH:7][CH:8]=1)[NH2:4].[CH2:10]1[CH2:21][C:20]2[C:15](=[CH:16][CH:17]=[CH:18][CH:19]=2)[C:13](=O)[CH2:12][CH2:11]1.B(F)(F)F.CCOCC.[OH-].[Na+]. The catalyst is C1(C)C=CC=CC=1.C(OCC)(=O)C. The product is [CH:16]1[C:15]2[C:13]3=[N:4][C:3]4[C:2]([C:1]([NH2:9])=[C:12]3[CH2:11][CH2:10][CH2:21][C:20]=2[CH:19]=[CH:18][CH:17]=1)=[CH:8][CH:7]=[CH:6][CH:5]=4. The yield is 0.750.